Dataset: CYP1A2 inhibition data for predicting drug metabolism from PubChem BioAssay. Task: Regression/Classification. Given a drug SMILES string, predict its absorption, distribution, metabolism, or excretion properties. Task type varies by dataset: regression for continuous measurements (e.g., permeability, clearance, half-life) or binary classification for categorical outcomes (e.g., BBB penetration, CYP inhibition). Dataset: cyp1a2_veith. (1) The drug is COC(=O)C1=C(N)Oc2cc(C)n(CC3CCCO3)c(=O)c2C1c1ccccc1OC. The result is 0 (non-inhibitor). (2) The molecule is Cl.Nc1c2c(nc3ccccc13)CCCC2.O. The result is 1 (inhibitor). (3) The molecule is CS(=O)(=O)Nc1cccc(-c2nccc(Nc3ccc(F)cc3)n2)c1. The result is 1 (inhibitor). (4) The compound is C[C@@]12CCC(=O)C=C1C=C[C@@H]1[C@@H]2CC[C@]2(C)[C@@H]1CC[C@]2(O)CCC(=O)[O-].[K+]. The result is 0 (non-inhibitor). (5) The molecule is ON(CCc1ccccn1)Cc1ccccc1. The result is 1 (inhibitor). (6) The compound is Cc1ccc(C)c(S(=O)(=O)N2CCC(c3nc4c(nnn4Cc4ccc(F)cc4)c(=O)[nH]3)CC2)c1. The result is 0 (non-inhibitor). (7) The molecule is CC(C)C(O)(C(C)C)C(C)C. The result is 0 (non-inhibitor).